This data is from CYP3A4 inhibition data for predicting drug metabolism from PubChem BioAssay. The task is: Regression/Classification. Given a drug SMILES string, predict its absorption, distribution, metabolism, or excretion properties. Task type varies by dataset: regression for continuous measurements (e.g., permeability, clearance, half-life) or binary classification for categorical outcomes (e.g., BBB penetration, CYP inhibition). Dataset: cyp3a4_veith. The compound is COC(=O)c1ccc(-n2cncn2)c(F)c1. The result is 1 (inhibitor).